Task: Predict the product of the given reaction.. Dataset: Forward reaction prediction with 1.9M reactions from USPTO patents (1976-2016) (1) Given the reactants [Br-].[F:2][C:3]1[CH:28]=[CH:27][C:6]([CH2:7][P+](C2C=CC=CC=2)(C2C=CC=CC=2)C2C=CC=CC=2)=[CH:5][CH:4]=1.CC(C)([O-])C.[K+].[F:35][C:36]1[CH:43]=[C:42]([C:44]2[CH:53]=[CH:52][C:51]3[C:46](=[CH:47][CH:48]=[CH:49][CH:50]=3)[CH:45]=2)[CH:41]=[CH:40][C:37]=1[CH:38]=O.O, predict the reaction product. The product is: [F:35][C:36]1[CH:43]=[C:42]([C:44]2[CH:53]=[CH:52][C:51]3[C:46](=[CH:47][CH:48]=[CH:49][CH:50]=3)[CH:45]=2)[CH:41]=[CH:40][C:37]=1[CH:38]=[CH:7][C:6]1[CH:5]=[CH:4][C:3]([F:2])=[CH:28][CH:27]=1. (2) Given the reactants [NH2:1][C:2]1[C:7]2[C:8](=[O:21])[N:9]([C:13]3[CH:18]=[CH:17][C:16](I)=[C:15]([Cl:20])[CH:14]=3)[CH2:10][CH2:11][O:12][C:6]=2[N:5]=[CH:4][N:3]=1.[CH3:22][C:23]([N:28]1[CH:32]=[C:31](B2OC(C)(C)C(C)(C)O2)[CH:30]=[N:29]1)([CH3:27])[C:24]([O-:26])=[O:25].O1CCO[CH2:44][CH2:43]1.C([O-])([O-])=O.[K+].[K+], predict the reaction product. The product is: [CH2:43]([O:26][C:24](=[O:25])[C:23]([N:28]1[CH:32]=[C:31]([C:16]2[CH:17]=[CH:18][C:13]([N:9]3[C:8](=[O:21])[C:7]4[C:2]([NH2:1])=[N:3][CH:4]=[N:5][C:6]=4[O:12][CH2:11][CH2:10]3)=[CH:14][C:15]=2[Cl:20])[CH:30]=[N:29]1)([CH3:22])[CH3:27])[CH3:44]. (3) The product is: [O:14]=[C:13]1[N:12]2[CH:15]=[CH:16][CH:17]=[CH:18][C:11]2=[N:10][C:9]([O:19][CH2:20][CH2:21][CH3:22])=[C:8]1[C:5]1[CH:6]=[CH:7][C:2]([NH:45][C@@H:46]2[CH2:50][CH2:49][N:48]([C:51]([O:53][C:54]([CH3:57])([CH3:56])[CH3:55])=[O:52])[CH2:47]2)=[CH:3][CH:4]=1. Given the reactants Cl[C:2]1[CH:7]=[CH:6][C:5]([C:8]2[C:13](=[O:14])[N:12]3[CH:15]=[CH:16][CH:17]=[CH:18][C:11]3=[N:10][C:9]=2[O:19][CH2:20][CH2:21][CH3:22])=[CH:4][CH:3]=1.C(C1N=C2C=CC=CN2C(=O)C=1C1C=CC(Cl)=CC=1)CCC.[NH2:45][C@@H:46]1[CH2:50][CH2:49][N:48]([C:51]([O:53][C:54]([CH3:57])([CH3:56])[CH3:55])=[O:52])[CH2:47]1.NC1CCCN(C(OC(C)(C)C)=O)C1, predict the reaction product. (4) Given the reactants Br[C:2]1[CH:7]=[CH:6][C:5]([S:8]([NH2:11])(=[O:10])=[O:9])=[CH:4][CH:3]=1.O1C=CC=N1.[Br-].[CH:18]1([Zn+])[CH2:22][CH2:21][CH2:20][CH2:19]1, predict the reaction product. The product is: [CH:18]1([C:2]2[CH:7]=[CH:6][C:5]([S:8]([NH2:11])(=[O:10])=[O:9])=[CH:4][CH:3]=2)[CH2:22][CH2:21][CH2:20][CH2:19]1. (5) Given the reactants [Cl:1][C:2]1[CH:7]=[CH:6][C:5]([S:8]([N:11]2[CH:16]([C:17]3[CH:22]=[CH:21][CH:20]=[CH:19][CH:18]=3)[CH2:15][CH2:14][CH2:13][CH:12]2[CH2:23][OH:24])(=[O:10])=[O:9])=[CH:4][CH:3]=1.CC(OI1(OC(C)=O)(OC(C)=O)OC(=O)C2C=CC=CC1=2)=O.C(=O)(O)[O-].[Na+], predict the reaction product. The product is: [Cl:1][C:2]1[CH:3]=[CH:4][C:5]([S:8]([N:11]2[CH:16]([C:17]3[CH:18]=[CH:19][CH:20]=[CH:21][CH:22]=3)[CH2:15][CH2:14][CH2:13][CH:12]2[CH:23]=[O:24])(=[O:9])=[O:10])=[CH:6][CH:7]=1. (6) Given the reactants [CH3:1][O:2][C:3](=[O:18])[C:4]1[CH:9]=[CH:8][C:7]([CH2:10][C:11](OC)=[O:12])=[C:6]([N+:15]([O-])=O)[CH:5]=1, predict the reaction product. The product is: [CH3:1][O:2][C:3]([C:4]1[CH:5]=[C:6]2[C:7]([CH2:10][C:11](=[O:12])[NH:15]2)=[CH:8][CH:9]=1)=[O:18]. (7) Given the reactants [NH2:1][C:2]1[CH:7]=[CH:6][CH:5]=[C:4]([NH:8][C:9]([NH:11][C:12]2[CH:17]=[CH:16][C:15]([Cl:18])=[CH:14][C:13]=2[Cl:19])=S)[C:3]=1[NH:20][CH2:21][CH2:22][C:23]([O:25][CH2:26][CH3:27])=[O:24].Cl.C(N=C=NCCCN(C)C)C, predict the reaction product. The product is: [NH2:1][C:2]1[C:3]2[N:20]([CH2:21][CH2:22][C:23]([O:25][CH2:26][CH3:27])=[O:24])[C:9]([NH:11][C:12]3[CH:17]=[CH:16][C:15]([Cl:18])=[CH:14][C:13]=3[Cl:19])=[N:8][C:4]=2[CH:5]=[CH:6][CH:7]=1.